From a dataset of Retrosynthesis with 50K atom-mapped reactions and 10 reaction types from USPTO. Predict the reactants needed to synthesize the given product. (1) Given the product O=Cc1cc(-c2cccnc2F)n(S(=O)(=O)c2ccco2)c1, predict the reactants needed to synthesize it. The reactants are: O=Cc1c[nH]c(-c2cccnc2F)c1.O=S(=O)(Cl)c1ccco1. (2) Given the product CC(=O)C(C)Oc1ccccc1NC(=O)c1cccnc1Cl, predict the reactants needed to synthesize it. The reactants are: CC(=O)C(C)Br.O=C(Nc1ccccc1O)c1cccnc1Cl.